From a dataset of NCI-60 drug combinations with 297,098 pairs across 59 cell lines. Regression. Given two drug SMILES strings and cell line genomic features, predict the synergy score measuring deviation from expected non-interaction effect. (1) Drug 1: C1=CC(=CC=C1C#N)C(C2=CC=C(C=C2)C#N)N3C=NC=N3. Drug 2: CC1=C(N=C(N=C1N)C(CC(=O)N)NCC(C(=O)N)N)C(=O)NC(C(C2=CN=CN2)OC3C(C(C(C(O3)CO)O)O)OC4C(C(C(C(O4)CO)O)OC(=O)N)O)C(=O)NC(C)C(C(C)C(=O)NC(C(C)O)C(=O)NCCC5=NC(=CS5)C6=NC(=CS6)C(=O)NCCC[S+](C)C)O. Cell line: SF-295. Synergy scores: CSS=40.2, Synergy_ZIP=-1.50, Synergy_Bliss=-3.25, Synergy_Loewe=-11.2, Synergy_HSA=1.03. (2) Drug 2: CC1=CC2C(CCC3(C2CCC3(C(=O)C)OC(=O)C)C)C4(C1=CC(=O)CC4)C. Drug 1: C1CCN(CC1)CCOC2=CC=C(C=C2)C(=O)C3=C(SC4=C3C=CC(=C4)O)C5=CC=C(C=C5)O. Cell line: NCI-H322M. Synergy scores: CSS=-17.8, Synergy_ZIP=4.03, Synergy_Bliss=-2.84, Synergy_Loewe=-14.8, Synergy_HSA=-13.8.